Dataset: Tox21: 12 toxicity assays (nuclear receptors and stress response pathways). Task: Binary classification across 12 toxicity assays. (1) The drug is CC(C)(C)c1cc([N+](=O)[O-])cc([N+](=O)[O-])c1O. It tested positive (active) for: SR-ARE (Antioxidant Response Element (oxidative stress)), SR-MMP (Mitochondrial Membrane Potential disruption), and SR-p53 (p53 tumor suppressor activation). (2) The molecule is CC(=O)Oc1ccc2c(c1)CC[C@@H]1[C@@H]2CC[C@]2(C)[C@@H](O)CC[C@@H]12. It tested positive (active) for: NR-AR (Androgen Receptor agonist activity), NR-AR-LBD (Androgen Receptor Ligand Binding Domain agonist), NR-ER (Estrogen Receptor agonist activity), NR-ER-LBD (Estrogen Receptor Ligand Binding Domain agonist), and SR-MMP (Mitochondrial Membrane Potential disruption). (3) The compound is Nc1cc(Cl)c(O)c(Cl)c1. It tested positive (active) for: NR-AhR (Aryl hydrocarbon Receptor agonist activity), SR-ARE (Antioxidant Response Element (oxidative stress)), SR-MMP (Mitochondrial Membrane Potential disruption), and SR-p53 (p53 tumor suppressor activation). (4) It tested positive (active) for: NR-AR (Androgen Receptor agonist activity). The molecule is CC(=O)OCC(=O)[C@@]1(O)[C@H](OC(C)=O)C[C@H]2[C@@H]3CCC4=CC(=O)C=C[C@]4(C)[C@@]3(F)[C@@H](O)C[C@@]21C. (5) The molecule is CCCCCCCCCC(C)C=O. It tested positive (active) for: NR-PPAR-gamma (PPAR-gamma nuclear receptor agonist).